This data is from Cav3 T-type calcium channel HTS with 100,875 compounds. The task is: Binary Classification. Given a drug SMILES string, predict its activity (active/inactive) in a high-throughput screening assay against a specified biological target. (1) The compound is S(C=1N(C(=O)C2CC2)CCN1)Cc1ccc(cc1)C. The result is 0 (inactive). (2) The molecule is O=C1N(C(CC1)C(=O)NCCc1ccc(cc1)C)Cc1cccnc1. The result is 0 (inactive). (3) The drug is S(c1n(c(nn1)Cc1c2c([nH]c1C)cccc2)CC)CC(=O)NCc1ccccc1. The result is 0 (inactive). (4) The drug is S(=O)(=O)(N(c1ccc(OCC)cc1)C)c1cc2c([nH]cc(c2=O)C(=O)NCCC)cc1. The result is 0 (inactive). (5) The drug is O1C(C(C(=O)C2(CCCCC2)C1=O)(C)C)c1c(n(n(c1=O)c1ccccc1)C)C. The result is 0 (inactive). (6) The drug is S(=O)(=O)(N1CC(CCC1)C(=O)NCCc1cc(OC)c(OC)cc1)c1[nH]cnc1. The result is 0 (inactive).